Dataset: Reaction yield outcomes from USPTO patents with 853,638 reactions. Task: Predict the reaction yield, written as a fraction of the theoretical maximum amount of product (1.0 means a 100% yield; for example, 0.34 means a 34% yield). (1) The reactants are [NH2:1][CH2:2][CH2:3][N:4]([CH3:15])[CH2:5][CH2:6][NH:7][C:8](=[O:14])[O:9][C:10]([CH3:13])([CH3:12])[CH3:11].[C:16](O)(=[O:23])[C:17]1[CH:22]=[CH:21][CH:20]=[N:19][CH:18]=1.CCN=C=NCCCN(C)C. The catalyst is CC#N.CCOC(C)=O. The product is [CH3:15][N:4]([CH2:3][CH2:2][NH:1][C:16](=[O:23])[C:17]1[CH:22]=[CH:21][CH:20]=[N:19][CH:18]=1)[CH2:5][CH2:6][NH:7][C:8](=[O:14])[O:9][C:10]([CH3:11])([CH3:12])[CH3:13]. The yield is 0.300. (2) The reactants are [Br:1][C:2]1[CH:14]=[CH:13][C:12]2[C:11]3[C:6](=[CH:7][C:8]([Br:15])=[CH:9][CH:10]=3)[NH:5][C:4]=2[CH:3]=1.I[CH2:17][CH2:18][CH3:19].C([O-])([O-])=O.[Cs+].[Cs+]. The catalyst is CC#N. The product is [Br:1][C:2]1[CH:14]=[CH:13][C:12]2[C:11]3[C:6](=[CH:7][C:8]([Br:15])=[CH:9][CH:10]=3)[N:5]([CH2:17][CH2:18][CH3:19])[C:4]=2[CH:3]=1. The yield is 0.860. (3) The reactants are [C:1]([CH2:3][C:4](O)=[O:5])#[N:2].C(Cl)(=O)C(Cl)=O.[NH2:13][C:14]([C:21]1[CH:26]=[CH:25][C:24]([O:27][CH2:28][CH2:29][CH2:30][CH3:31])=[CH:23][CH:22]=1)([CH3:20])[CH2:15][C:16]([O:18][CH3:19])=[O:17].N1C=CC=CC=1. The catalyst is C(Cl)Cl.CN(C=O)C. The product is [CH2:28]([O:27][C:24]1[CH:23]=[CH:22][C:21]([C:14]([NH:13][C:4](=[O:5])[CH2:3][C:1]#[N:2])([CH3:20])[CH2:15][C:16]([O:18][CH3:19])=[O:17])=[CH:26][CH:25]=1)[CH2:29][CH2:30][CH3:31]. The yield is 0.870. (4) The reactants are [Cl:1][C:2]1[CH:7]=[C:6]([C:8]2[NH:9][C:10]3[C:15]([CH:16]=2)=[C:14]([F:17])[CH:13]=[CH:12][CH:11]=3)[N:5]=[C:4](N)[CH:3]=1.N([O-])=[O:20].[Na+]. The catalyst is OS(O)(=O)=O. The product is [Cl:1][C:2]1[CH:7]=[C:6]([C:8]2[NH:9][C:10]3[C:15]([CH:16]=2)=[C:14]([F:17])[CH:13]=[CH:12][CH:11]=3)[NH:5][C:4](=[O:20])[CH:3]=1. The yield is 0.410. (5) The reactants are [Br:1][C:2]1[CH:11]=[C:10]2[C:5]([N:6]=[CH:7][C:8](Cl)=[N:9]2)=[CH:4][CH:3]=1.C[C:14]([N:17]([CH2:21]CN1CCNCC1)[C:18](=O)[O-])([CH3:16])[CH3:15].O.[CH3:30][N:31](C)[CH:32]=O. No catalyst specified. The product is [Br:1][C:2]1[CH:11]=[C:10]2[C:5]([N:6]=[CH:7][C:8]([N:31]3[CH2:32][CH2:15][CH:14]([N:17]([CH3:18])[CH3:21])[CH2:16][CH2:30]3)=[N:9]2)=[CH:4][CH:3]=1. The yield is 0.990.